This data is from Forward reaction prediction with 1.9M reactions from USPTO patents (1976-2016). The task is: Predict the product of the given reaction. Given the reactants Cl.Cl.[C:3]1([CH2:9][O:10][NH:11][CH:12]2[C:21]3[C:16](=[CH:17][CH:18]=[CH:19][CH:20]=3)[NH:15][NH:14][CH2:13]2)[CH:8]=[CH:7][CH:6]=[CH:5][CH:4]=1.C(N(CC)CC)C.[O:29]=[C:30](Cl)OC(Cl)(Cl)Cl.CN(C1C=CC=CN=1)C, predict the reaction product. The product is: [C:3]1([CH2:9][O:10][N:11]2[CH:12]3[CH2:13][N:14]([NH:15][C:16]4[CH:17]=[CH:18][CH:19]=[CH:20][C:21]=43)[C:30]2=[O:29])[CH:4]=[CH:5][CH:6]=[CH:7][CH:8]=1.